Dataset: Ames mutagenicity test results for genotoxicity prediction. Task: Regression/Classification. Given a drug SMILES string, predict its toxicity properties. Task type varies by dataset: regression for continuous values (e.g., LD50, hERG inhibition percentage) or binary classification for toxic/non-toxic outcomes (e.g., AMES mutagenicity, cardiotoxicity, hepatotoxicity). Dataset: ames. (1) The molecule is Brc1ccccc1-c1ccccc1. The result is 0 (non-mutagenic). (2) The compound is Cn1c2ccccc2c2cc(N)ccc21. The result is 1 (mutagenic). (3) The molecule is NC(CCC(=O)NC(CSC(=O)NCCCCl)C(=O)NCC(=O)O)C(=O)O. The result is 1 (mutagenic). (4) The molecule is C(CCOCC1CO1)COCC1CO1. The result is 1 (mutagenic). (5) The result is 1 (mutagenic). The molecule is O=[N+]([O-])c1ccc(NO)cc1. (6) The compound is COc1c(O)cc2oc(-c3ccc(O)cc3)cc(=O)c2c1O. The result is 0 (non-mutagenic). (7) The molecule is CCCCCCCCCCCC(=O)O. The result is 0 (non-mutagenic).